Dataset: Reaction yield outcomes from USPTO patents with 853,638 reactions. Task: Predict the reaction yield, written as a fraction of the theoretical maximum amount of product (1.0 means a 100% yield; for example, 0.34 means a 34% yield). (1) The reactants are [NH2:1][C:2]1[CH:3]=[C:4]([CH:8]=[CH:9][CH:10]=1)[C:5]([OH:7])=[O:6].[CH3:11][C:12]1[CH:13]=[C:14]([C:19]2[CH:24]=[CH:23][CH:22]=[C:21]([C:25]3[NH:26][C:27]4[CH:37]=[CH:36][C:35]5[C:30](=[C:31]([OH:42])[CH:32]=[C:33]([S:38](Cl)(=[O:40])=[O:39])[CH:34]=5)[C:28]=4[N:29]=3)[CH:20]=2)[CH:15]=[CH:16][C:17]=1[CH3:18].Cl. The catalyst is C1COCC1.O. The product is [CH3:11][C:12]1[CH:13]=[C:14]([C:19]2[CH:24]=[CH:23][CH:22]=[C:21]([C:25]3[NH:26][C:27]4[CH:37]=[CH:36][C:35]5[C:30](=[C:31]([OH:42])[CH:32]=[C:33]([S:38]([NH:1][C:2]6[CH:3]=[C:4]([CH:8]=[CH:9][CH:10]=6)[C:5]([OH:7])=[O:6])(=[O:40])=[O:39])[CH:34]=5)[C:28]=4[N:29]=3)[CH:20]=2)[CH:15]=[CH:16][C:17]=1[CH3:18]. The yield is 0.0400. (2) The reactants are [Cl:1][C:2]1[N:7]=[C:6]([C:8]([O:10][CH3:11])=[O:9])[CH:5]=[C:4](Cl)[N:3]=1.[C:13]([O-])([O-])=[O:14].[K+].[K+]. The catalyst is CO. The product is [Cl:1][C:2]1[N:7]=[C:6]([C:8]([O:10][CH3:11])=[O:9])[CH:5]=[C:4]([O:14][CH3:13])[N:3]=1. The yield is 0.750. (3) The reactants are [F:1][C:2]1[CH:11]=[CH:10][CH:9]=[C:8]2[C:3]=1[C:4]([CH2:21][C:22]([NH2:24])=[O:23])=[N:5][C:6]([N:12]1[CH2:17][CH2:16][N:15]3[CH2:18][CH2:19][CH2:20][C@@H:14]3[CH2:13]1)=[N:7]2.C[O:26][C:27](=O)[C:28]([C:30]1[C:31]2[CH:44]=[CH:43][S:42][C:32]=2[N:33](C(OC(C)(C)C)=O)[CH:34]=1)=O.O(C(C)(C)C)[K].O. The catalyst is C1COCC1.CCOC(C)=O. The product is [F:1][C:2]1[CH:11]=[CH:10][CH:9]=[C:8]2[C:3]=1[C:4]([C:21]1[C:22](=[O:23])[NH:24][C:27](=[O:26])[C:28]=1[C:30]1[C:31]3[CH:44]=[CH:43][S:42][C:32]=3[NH:33][CH:34]=1)=[N:5][C:6]([N:12]1[CH2:17][CH2:16][N:15]3[CH2:18][CH2:19][CH2:20][C@@H:14]3[CH2:13]1)=[N:7]2. The yield is 0.110. (4) The reactants are C(Cl)(=O)C(Cl)=O.CS(C)=O.[Cl:11][C:12]1[CH:31]=[C:30]([Cl:32])[CH:29]=[CH:28][C:13]=1[CH2:14][N:15]1[C:19]([CH2:20][OH:21])=[CH:18][C:17]([C:22]2[CH:27]=[CH:26][CH:25]=[CH:24][CH:23]=2)=[N:16]1.C(N(CC)CC)C. The catalyst is ClCCl. The product is [Cl:11][C:12]1[CH:31]=[C:30]([Cl:32])[CH:29]=[CH:28][C:13]=1[CH2:14][N:15]1[C:19]([CH:20]=[O:21])=[CH:18][C:17]([C:22]2[CH:27]=[CH:26][CH:25]=[CH:24][CH:23]=2)=[N:16]1. The yield is 0.670. (5) The reactants are CS(O[CH:6]1[CH2:11][CH2:10][N:9]([C:12]([O:14][C:15]([CH3:18])([CH3:17])[CH3:16])=[O:13])[CH2:8][CH2:7]1)(=O)=O.[CH3:19][S-:20].[Na+]. The catalyst is CO. The product is [CH3:19][S:20][CH:6]1[CH2:7][CH2:8][N:9]([C:12]([O:14][C:15]([CH3:16])([CH3:17])[CH3:18])=[O:13])[CH2:10][CH2:11]1. The yield is 0.580. (6) The reactants are Br.C(O)(=O)C.C(OC([NH:16][C@H:17]1[C@H:22]([NH:23][C:24]([C:26]2[NH:27][C:28]([CH2:32][CH3:33])=[C:29]([Cl:31])[N:30]=2)=[O:25])[CH2:21][CH2:20][N:19]([C:34]2[S:35][C:36]([C:40]([O:42][CH2:43][CH3:44])=[O:41])=[C:37]([CH3:39])[N:38]=2)[CH2:18]1)=O)C1C=CC=CC=1.C(=O)(O)[O-].[Na+]. No catalyst specified. The product is [NH2:16][C@H:17]1[C@H:22]([NH:23][C:24]([C:26]2[NH:27][C:28]([CH2:32][CH3:33])=[C:29]([Cl:31])[N:30]=2)=[O:25])[CH2:21][CH2:20][N:19]([C:34]2[S:35][C:36]([C:40]([O:42][CH2:43][CH3:44])=[O:41])=[C:37]([CH3:39])[N:38]=2)[CH2:18]1. The yield is 1.00. (7) The reactants are [C:1]([O:5][C:6](=[O:15])[CH:7]=[C:8]1[CH2:11][CH:10]([C:12]([OH:14])=[O:13])[CH2:9]1)([CH3:4])([CH3:3])[CH3:2]. The catalyst is CO.[C].[Pd]. The product is [C:1]([O:5][C:6](=[O:15])[CH2:7][CH:8]1[CH2:9][CH:10]([C:12]([OH:14])=[O:13])[CH2:11]1)([CH3:4])([CH3:2])[CH3:3]. The yield is 0.990. (8) The yield is 0.500. The reactants are [NH2:1][C:2]1[CH:3]=[C:4]([CH:9]=[C:10]([N+:13]([O-:15])=[O:14])[C:11]=1[NH2:12])[C:5]([O:7][CH3:8])=[O:6].C([O-])([O-])=O.[K+].[K+].[CH2:22](I)[CH3:23]. The catalyst is CN(C=O)C. The product is [NH2:12][C:11]1[C:10]([N+:13]([O-:15])=[O:14])=[CH:9][C:4]([C:5]([O:7][CH3:8])=[O:6])=[CH:3][C:2]=1[NH:1][CH2:22][CH3:23].